Dataset: Forward reaction prediction with 1.9M reactions from USPTO patents (1976-2016). Task: Predict the product of the given reaction. Given the reactants C([C@@H]1N(C(=O)C2C=CC(OC3C=CC=CC=3)=CC=2)C[C@H](CC(C)C)NC1=O)C(C)C.[CH2:31]([C@@H:35]1[NH:40][CH2:39][C@H:38]([CH2:41][CH:42]([CH3:44])[CH3:43])[NH:37][C:36]1=[O:45])[CH:32]([CH3:34])[CH3:33].[F:46][C:47]1[CH:52]=[C:51]([C:53]([F:56])([F:55])[F:54])[CH:50]=[CH:49][C:48]=1/[CH:57]=[CH:58]/[C:59](O)=[O:60], predict the reaction product. The product is: [F:46][C:47]1[CH:52]=[C:51]([C:53]([F:55])([F:56])[F:54])[CH:50]=[CH:49][C:48]=1/[CH:57]=[CH:58]/[C:59]([N:40]1[CH2:39][C@H:38]([CH2:41][CH:42]([CH3:44])[CH3:43])[NH:37][C:36](=[O:45])[C@@H:35]1[CH2:31][CH:32]([CH3:34])[CH3:33])=[O:60].